Dataset: Forward reaction prediction with 1.9M reactions from USPTO patents (1976-2016). Task: Predict the product of the given reaction. (1) Given the reactants [Cl:1][C:2]1[S:6][C:5]([C:7]([NH:9][C@H:10]2[CH2:14][N:13]([CH2:15][C:16](=[O:32])[NH:17][C:18]3[CH:23]=[CH:22][C:21]([N:24]4[CH:29]=[CH:28][CH:27]=[CH:26][C:25]4=[O:30])=[CH:20][C:19]=3[F:31])[C@H:12]([C:33](O)=[O:34])[CH2:11]2)=[O:8])=[CH:4][CH:3]=1.Cl.[CH3:37][NH2:38], predict the reaction product. The product is: [CH3:37][NH:38][C:33]([C@@H:12]1[CH2:11][C@@H:10]([NH:9][C:7]([C:5]2[S:6][C:2]([Cl:1])=[CH:3][CH:4]=2)=[O:8])[CH2:14][N:13]1[CH2:15][C:16](=[O:32])[NH:17][C:18]1[CH:23]=[CH:22][C:21]([N:24]2[CH:29]=[CH:28][CH:27]=[CH:26][C:25]2=[O:30])=[CH:20][C:19]=1[F:31])=[O:34]. (2) The product is: [Cl:26][CH2:25][C@@H:13]1[C:12]2[C:16](=[CH:17][C:9]([OH:8])=[C:10]3[CH:29]=[C:28]([CH3:30])[S:27][C:11]3=2)[N:15]([C:18]([O:20][C:21]([CH3:24])([CH3:23])[CH3:22])=[O:19])[CH2:14]1. Given the reactants C([O:8][C:9]1[CH:17]=[C:16]2[C:12]([C@@H:13]([CH2:25][Cl:26])[CH2:14][N:15]2[C:18]([O:20][C:21]([CH3:24])([CH3:23])[CH3:22])=[O:19])=[C:11]2[S:27][C:28]([CH3:30])=[CH:29][C:10]=12)C1C=CC=CC=1.[NH4+].C([O-])=O, predict the reaction product. (3) The product is: [C:1]([O:5][C:6](=[O:13])[NH:7][C@H:8]([C:10]1[N:36]([C:37]2[CH:38]=[N:39][CH:40]=[C:41]([F:43])[CH:42]=2)[C:28]2[C:29]([C:30]#[N:31])=[C:32]([F:35])[CH:33]=[CH:34][C:27]=2[N:11]=1)[CH3:9])([CH3:4])([CH3:3])[CH3:2]. Given the reactants [C:1]([O:5][C:6](=[O:13])[NH:7][C@H:8]([C:10](=O)[NH2:11])[CH3:9])([CH3:4])([CH3:3])[CH3:2].F[B-](F)(F)F.C([O+](CC)CC)C.N[C:27]1[C:28]([NH:36][C:37]2[CH:38]=[N:39][CH:40]=[C:41]([F:43])[CH:42]=2)=[C:29]([C:32]([F:35])=[CH:33][CH:34]=1)[C:30]#[N:31], predict the reaction product. (4) The product is: [OH:27][C:21]1([C:22]([O:24][CH2:25][CH3:26])=[O:23])[CH2:15][C:14]2[C:9](=[N:10][CH:11]=[CH:12][CH:13]=2)[N:8]1[C:6]([O:5][C:1]([CH3:4])([CH3:3])[CH3:2])=[O:7]. Given the reactants [C:1]([O:5][C:6]([NH:8][C:9]1[C:14]([CH3:15])=[CH:13][CH:12]=[CH:11][N:10]=1)=[O:7])([CH3:4])([CH3:3])[CH3:2].C([Li])CCC.[C:21](OCC)(=[O:27])[C:22]([O:24][CH2:25][CH3:26])=[O:23], predict the reaction product. (5) Given the reactants [C:1]([C:4]([C@@:6]([C:21](=[O:23])[CH3:22])([C@@:8]([C:18](=[O:20])[CH3:19])([C@:10]([C:15](=[O:17])[CH3:16])([C@H:12]([CH3:14])[OH:13])[OH:11])[OH:9])[OH:7])=[O:5])(=[O:3])[CH3:2].[CH3:24][O:25][C:26]1[CH:31]=[CH:30][C:29](O)=[CH:28][CH:27]=1, predict the reaction product. The product is: [CH3:24][O:25][C:26]1[CH:31]=[CH:30][C:29]([C@@:15]2([CH3:16])[O:17][C@@:4]([C:1](=[O:3])[CH3:2])([OH:5])[C@:6]([C:21](=[O:23])[CH3:22])([OH:7])[C@:8]([C:18](=[O:20])[CH3:19])([OH:9])[C@@:10]2([C:12](=[O:13])[CH3:14])[OH:11])=[CH:28][CH:27]=1. (6) Given the reactants [NH2:1][C:2]1[N:10]=[CH:9][CH:8]=[CH:7][C:3]=1[C:4]([OH:6])=O.ON1C2C=CC=CC=2N=N1.CCN=C=NCCCN(C)C.[F:32][C:33]1[CH:34]=[C:35]([CH:38]=[CH:39][CH:40]=1)[CH2:36][NH2:37], predict the reaction product. The product is: [F:32][C:33]1[CH:34]=[C:35]([CH2:36][NH:37][C:4](=[O:6])[C:3]2[CH:7]=[CH:8][CH:9]=[N:10][C:2]=2[NH2:1])[CH:38]=[CH:39][CH:40]=1. (7) Given the reactants Cl[C:2]1[C:7]2[N:8]=[C:9]([N:19]3[CH2:24][CH2:23][O:22][CH2:21][CH2:20]3)[N:10]=[C:11]([C:12]3[CH:17]=[CH:16][CH:15]=[C:14]([OH:18])[CH:13]=3)[C:6]=2[N:5]=[C:4]([C:25]([OH:27])=[O:26])[CH:3]=1.[Cl-].[CH3:29][Zn+], predict the reaction product. The product is: [OH:18][C:14]1[CH:13]=[C:12]([C:11]2[C:6]3[N:5]=[C:4]([C:25]([OH:27])=[O:26])[CH:3]=[C:2]([CH3:29])[C:7]=3[N:8]=[C:9]([N:19]3[CH2:20][CH2:21][O:22][CH2:23][CH2:24]3)[N:10]=2)[CH:17]=[CH:16][CH:15]=1. (8) The product is: [Cl:14][C:15]1[CH:20]=[CH:19][C:18]([Cl:21])=[CH:17][C:16]=1[O:1][CH2:2][C:3]1[CH:8]=[CH:7][N:6]=[C:5]([C:9]([O:11][CH2:12][CH3:13])=[O:10])[CH:4]=1. Given the reactants [OH:1][CH2:2][C:3]1[CH:8]=[CH:7][N:6]=[C:5]([C:9]([O:11][CH2:12][CH3:13])=[O:10])[CH:4]=1.[Cl:14][C:15]1[CH:20]=[CH:19][C:18]([Cl:21])=[CH:17][C:16]=1O.C(OC(N1CCCC(COC2C=CC=CC=2Cl)C1)=O)(C)(C)C, predict the reaction product. (9) Given the reactants [CH:1]1[C:6]([CH:7]=O)=[CH:5][C:4]2[O:9][CH2:10][O:11][C:3]=2[CH:2]=1.[Br:12][C:13]1[C:21]([CH2:22]Br)=[CH:20][C:16]2[O:17][CH2:18][O:19][C:15]=2[CH:14]=1.C1([SiH2]C2C=CC=CC=2)C=CC=CC=1.CCN(C(C)C)C(C)C, predict the reaction product. The product is: [O:11]1[C:3]2[CH:2]=[CH:1][C:6]([CH:7]=[CH:22][C:21]3[C:13]([Br:12])=[CH:14][C:15]4[O:19][CH2:18][O:17][C:16]=4[CH:20]=3)=[CH:5][C:4]=2[O:9][CH2:10]1.